Dataset: Reaction yield outcomes from USPTO patents with 853,638 reactions. Task: Predict the reaction yield, written as a fraction of the theoretical maximum amount of product (1.0 means a 100% yield; for example, 0.34 means a 34% yield). (1) The reactants are [CH3:1][O:2][C:3]([CH2:5][C:6]([C:8]1[CH:9]=[C:10]([CH:15]=[CH:16][CH:17]=1)[C:11]([O:13][CH3:14])=[O:12])=[O:7])=[O:4].C([O-])([O-])=O.[K+].[K+].Br[CH2:25][C:26]([C:28]1[CH:33]=[CH:32][C:31]([CH:34]([CH3:36])[CH3:35])=[CH:30][CH:29]=1)=[O:27]. The catalyst is CC(C)=O. The product is [CH:34]([C:31]1[CH:32]=[CH:33][C:28]([C:26](=[O:27])[CH2:25][CH:5]([C:3]([O:2][CH3:1])=[O:4])[C:6]([C:8]2[CH:9]=[C:10]([CH:15]=[CH:16][CH:17]=2)[C:11]([O:13][CH3:14])=[O:12])=[O:7])=[CH:29][CH:30]=1)([CH3:36])[CH3:35]. The yield is 0.570. (2) The reactants are C([O:8][C:9]1[C:14]([CH2:15][CH3:16])=[CH:13][C:12]([C:17]2[CH:22]=[CH:21][CH:20]=[C:19]([N:23]3[C:27]([CH3:28])=[CH:26][CH:25]=[C:24]3[CH3:29])[N:18]=2)=[C:11]([O:30][CH3:31])[CH:10]=1)C1C=CC=CC=1.C([O-])=O.[NH4+]. The catalyst is CO.[OH-].[OH-].[Pd+2]. The product is [CH3:29][C:24]1[N:23]([C:19]2[N:18]=[C:17]([C:12]3[CH:13]=[C:14]([CH2:15][CH3:16])[C:9]([OH:8])=[CH:10][C:11]=3[O:30][CH3:31])[CH:22]=[CH:21][CH:20]=2)[C:27]([CH3:28])=[CH:26][CH:25]=1. The yield is 0.980. (3) The reactants are [NH2:1][CH2:2][C:3]1[C:4]([F:22])=[C:5]([O:10][C:11]2[CH:12]=[C:13]([CH:16]=[C:17]([CH2:19][CH:20]=[CH2:21])[CH:18]=2)[C:14]#[N:15])[C:6]([Cl:9])=[CH:7][CH:8]=1.[Cl:23][C:24]1[N:25]=[CH:26][N:27]([CH2:32][O:33][CH2:34][CH2:35][Si:36]([CH3:39])([CH3:38])[CH3:37])[C:28]=1[C:29](O)=[O:30].CCN(C(C)C)C(C)C.C(Cl)CCl. The catalyst is C1COCC1. The product is [Cl:23][C:24]1[N:25]=[CH:26][N:27]([CH2:32][O:33][CH2:34][CH2:35][Si:36]([CH3:39])([CH3:38])[CH3:37])[C:28]=1[C:29]([NH:1][CH2:2][C:3]1[CH:8]=[CH:7][C:6]([Cl:9])=[C:5]([O:10][C:11]2[CH:18]=[C:17]([CH2:19][CH:20]=[CH2:21])[CH:16]=[C:13]([C:14]#[N:15])[CH:12]=2)[C:4]=1[F:22])=[O:30]. The yield is 0.427. (4) The product is [F:14][C:15]1[CH:20]=[CH:19][C:18]([S:21][CH:2]2[CH2:7][CH2:6][CH:5]([C:8]([O:10][CH2:11][CH3:12])=[O:9])[CH2:4][C:3]2=[O:13])=[CH:17][CH:16]=1. The reactants are Br[CH:2]1[CH2:7][CH2:6][CH:5]([C:8]([O:10][CH2:11][CH3:12])=[O:9])[CH2:4][C:3]1=[O:13].[F:14][C:15]1[CH:20]=[CH:19][C:18]([SH:21])=[CH:17][CH:16]=1.[OH-].[K+]. The catalyst is CCO. The yield is 0.510. (5) The reactants are Cl[C:2]1[N:7]2[N:8]=[CH:9][C:10]([C:11]([O:13][CH2:14][CH3:15])=[O:12])=[C:6]2[N:5]=[CH:4][C:3]=1[C:16]([N:18]1[CH2:23][CH2:22][C:21]2([C:31]3[C:26](=[CH:27][CH:28]=[CH:29][CH:30]=3)[CH2:25][CH2:24]2)[CH2:20][CH2:19]1)=[O:17].[F:32][C:33]1[CH:39]=[CH:38][C:37]([CH3:40])=[CH:36][C:34]=1[NH2:35]. No catalyst specified. The product is [CH2:14]([O:13][C:11]([C:10]1[CH:9]=[N:8][N:7]2[C:2]([NH:35][C:34]3[CH:36]=[C:37]([CH3:40])[CH:38]=[CH:39][C:33]=3[F:32])=[C:3]([C:16]([N:18]3[CH2:23][CH2:22][C:21]4([C:31]5[C:26](=[CH:27][CH:28]=[CH:29][CH:30]=5)[CH2:25][CH2:24]4)[CH2:20][CH2:19]3)=[O:17])[CH:4]=[N:5][C:6]=12)=[O:12])[CH3:15]. The yield is 0.900. (6) The reactants are [CH3:1][C:2]1[N:7]=[CH:6][C:5](C=O)=[CH:4][N:3]=1.C(O[CH:14]([O:19][CH:20]([CH3:22])[CH3:21])[O:15][CH:16]([CH3:18])[CH3:17])(C)C.CS(O)(=O)=O.C(=O)([O-])[O-].[K+].[K+]. The catalyst is C(O)(C)C. The product is [CH:20]([O:19][CH:14]([O:15][CH:16]([CH3:17])[CH3:18])[C:5]1[CH:4]=[N:3][C:2]([CH3:1])=[N:7][CH:6]=1)([CH3:21])[CH3:22]. The yield is 0.290. (7) The reactants are Br[C:2]1[CH:3]=[N:4][CH:5]=[C:6]2[C:11]=1[N:10]=[C:9]([C:12]([NH2:14])=[O:13])[CH:8]=[CH:7]2.[CH3:15][C:16]1[S:17][C:18](B2OC(C)(C)C(C)(C)O2)=[C:19]([CH3:21])[N:20]=1.C(=O)([O-])[O-].[Cs+].[Cs+]. The catalyst is O1CCOCC1.O.C1(P([C-]2C=CC=C2)C2C=CC=CC=2)C=CC=CC=1.[C-]1(P(C2C=CC=CC=2)C2C=CC=CC=2)C=CC=C1.[Fe+2].[Pd](Cl)Cl. The product is [CH3:15][C:16]1[S:17][C:18]([C:2]2[CH:3]=[N:4][CH:5]=[C:6]3[C:11]=2[N:10]=[C:9]([C:12]([NH2:14])=[O:13])[CH:8]=[CH:7]3)=[C:19]([CH3:21])[N:20]=1. The yield is 0.670. (8) The reactants are [C:1]([C:3]1[CH:19]=[CH:18][C:6]([O:7][C:8]2[CH:9]=[CH:10][C:11]3[B:15]([OH:16])[O:14][CH2:13][C:12]=3[CH:17]=2)=[CH:5][C:4]=1[OH:20])#[N:2].[H-].[Na+].Br[CH2:24][C:25]([O:27][C:28]([CH3:31])([CH3:30])[CH3:29])=[O:26]. The catalyst is C1COCC1. The product is [C:28]([O:27][C:25](=[O:26])[CH2:24][O:20][C:4]1[CH:5]=[C:6]([O:7][C:8]2[CH:9]=[CH:10][C:11]3[B:15]([OH:16])[O:14][CH2:13][C:12]=3[CH:17]=2)[CH:18]=[CH:19][C:3]=1[C:1]#[N:2])([CH3:31])([CH3:30])[CH3:29]. The yield is 0.126. (9) The reactants are [Cl:1][C:2]1[C:3]([O:12][C:13]2[CH:18]=[C:17]([O:19][CH:20]([CH3:22])[CH3:21])[CH:16]=[CH:15][C:14]=2/[CH:23]=[C:24](\[CH3:28])/[C:25](O)=[O:26])=[N:4][CH:5]=[C:6]([C:8]([F:11])([F:10])[F:9])[CH:7]=1.Cl.C(N=C=NCCCN(C)C)C.[CH:41]([O:44][CH2:45][CH2:46][NH:47][S:48]([NH2:51])(=[O:50])=[O:49])([CH3:43])[CH3:42].Cl. The catalyst is C(#N)C.CN(C)C1C=CN=CC=1.C(OCC)(=O)C. The product is [Cl:1][C:2]1[C:3]([O:12][C:13]2[CH:18]=[C:17]([O:19][CH:20]([CH3:21])[CH3:22])[CH:16]=[CH:15][C:14]=2/[CH:23]=[C:24](\[CH3:28])/[C:25]([NH:51][S:48]([NH:47][CH2:46][CH2:45][O:44][CH:41]([CH3:43])[CH3:42])(=[O:50])=[O:49])=[O:26])=[N:4][CH:5]=[C:6]([C:8]([F:11])([F:9])[F:10])[CH:7]=1. The yield is 0.540.